This data is from TCR-epitope binding with 47,182 pairs between 192 epitopes and 23,139 TCRs. The task is: Binary Classification. Given a T-cell receptor sequence (or CDR3 region) and an epitope sequence, predict whether binding occurs between them. (1) The epitope is RLQSLQTYV. The TCR CDR3 sequence is CASSYEKGIMNTEAFF. Result: 1 (the TCR binds to the epitope). (2) The epitope is GTSGSPIINR. The TCR CDR3 sequence is CSVARGGSDQPQHF. Result: 1 (the TCR binds to the epitope). (3) The epitope is SEPVLKGVKL. The TCR CDR3 sequence is CASGLSGDEQYF. Result: 0 (the TCR does not bind to the epitope). (4) The epitope is FLPRVFSAV. The TCR CDR3 sequence is CASSLRGSGELFF. Result: 1 (the TCR binds to the epitope).